From a dataset of Catalyst prediction with 721,799 reactions and 888 catalyst types from USPTO. Predict which catalyst facilitates the given reaction. (1) Reactant: [CH:1]1[CH:2]=[CH:3][C:4]([CH2:7][NH:8][C:9]([CH2:11][C:12]2[CH:13]=[CH:14][C:15]([C:18]3[CH:19]=[CH:20][C:21]([O:24][CH2:25][CH2:26][N:27]4[CH2:32][CH2:31][O:30][CH2:29][CH2:28]4)=[CH:22][CH:23]=3)=[CH:16][N:17]=2)=[O:10])=[CH:5][CH:6]=1.[ClH:33].CCOC(C)=O.CCCCCCC. Product: [Cl-:33].[CH2:7]([NH:8][C:9](=[O:10])[CH2:11][C:12]1[NH+:17]=[CH:16][C:15]([C:18]2[CH:23]=[CH:22][C:21]([O:24][CH2:25][CH2:26][NH+:27]3[CH2:32][CH2:31][O:30][CH2:29][CH2:28]3)=[CH:20][CH:19]=2)=[CH:14][CH:13]=1)[C:4]1[CH:3]=[CH:2][CH:1]=[CH:6][CH:5]=1.[Cl-:33]. The catalyst class is: 14. (2) Reactant: [O-][Mn](=O)(=O)=O.[K+].[OH2:7].[CH3:8][C:9]1([CH3:17])[C@H:15]2[CH2:16][C@@H:10]1[CH2:11][CH2:12][C:13]2=C. Product: [CH3:8][C:9]1([CH3:17])[CH:15]2[CH2:16][CH:10]1[CH2:11][CH2:12][C:13]2=[O:7]. The catalyst class is: 2. (3) Reactant: [CH3:1][O:2][C:3]1[CH:13]=[CH:12][C:6]([CH2:7][NH:8][CH:9]2[CH2:11][CH2:10]2)=[CH:5][CH:4]=1.[Cl:14][C:15]1[CH:16]=[C:17](Cl)[C:18]2[N:19]([C:21]([C:24]([NH:26][C:27]3[CH:32]=[CH:31][N:30]=[C:29]([F:33])[CH:28]=3)=[O:25])=[CH:22][N:23]=2)[N:20]=1.BrC1C2N(C(C(NC3C=CN=C(F)C=3)=O)=CN=2)N=C(Cl)C=1.BrC1C2N(C(C(NC3C=CN=C(F)C=3)=O)=CN=2)N=C(Cl)C=1.CCN(C(C)C)C(C)C. Product: [Cl:14][C:15]1[CH:16]=[C:17]([N:8]([CH:9]2[CH2:11][CH2:10]2)[CH2:7][C:6]2[CH:12]=[CH:13][C:3]([O:2][CH3:1])=[CH:4][CH:5]=2)[C:18]2[N:19]([C:21]([C:24]([NH:26][C:27]3[CH:32]=[CH:31][N:30]=[C:29]([F:33])[CH:28]=3)=[O:25])=[CH:22][N:23]=2)[N:20]=1. The catalyst class is: 18. (4) Reactant: [S:1]1[CH:5]=[CH:4][CH:3]=[C:2]1[CH2:6][NH:7][C:8]([C:10]12[CH2:19][CH:14]3[CH2:15][CH:16]([CH2:18][CH:12]([CH2:13]3)[CH2:11]1)[CH2:17]2)=[O:9].[H-].[Na+].Br[CH2:23][CH:24]1[CH2:29][CH2:28][CH2:27][CH2:26][CH2:25]1. Product: [CH:24]1([CH2:23][N:7]([CH2:6][C:2]2[S:1][CH:5]=[CH:4][CH:3]=2)[C:8]([C:10]23[CH2:19][CH:14]4[CH2:15][CH:16]([CH2:18][CH:12]([CH2:13]4)[CH2:11]2)[CH2:17]3)=[O:9])[CH2:29][CH2:28][CH2:27][CH2:26][CH2:25]1. The catalyst class is: 3. (5) Reactant: Cl[C:2]1[C:3]2[C:4](=[CH:13][N:14](CC3C=CC(OC)=CC=3)[N:15]=2)[N:5]=[C:6]([C:8]2[S:9][CH:10]=[CH:11][CH:12]=2)[N:7]=1.[CH:25]1([N:28]2[CH2:33][CH2:32][N:31]([C:34]3[CH:40]=[CH:39][C:37]([NH2:38])=[CH:36][CH:35]=3)[CH2:30][CH2:29]2)[CH2:27][CH2:26]1.Cl. Product: [CH:25]1([N:28]2[CH2:29][CH2:30][N:31]([C:34]3[CH:40]=[CH:39][C:37]([NH:38][C:2]4[C:3]5[NH:15][N:14]=[CH:13][C:4]=5[N:5]=[C:6]([C:8]5[S:9][CH:10]=[CH:11][CH:12]=5)[N:7]=4)=[CH:36][CH:35]=3)[CH2:32][CH2:33]2)[CH2:27][CH2:26]1. The catalyst class is: 71. (6) Reactant: [O:1]1[C@H:8]([CH2:9][OH:10])[C@@H:6]([OH:7])[C@H:4]([OH:5])[CH:3]=[CH:2]1.C([Sn](O[Sn](CCCC)(CCCC)CCCC)(CCCC)CCCC)CCC.II. Product: [C@@H:2]12[O:10][CH2:9][C@@H:8]([O:1]1)[C@@H:6]([OH:7])[C@H:4]([OH:5])[CH2:3]2. The catalyst class is: 23. (7) Reactant: Cl[C:2]1[C:11]2=[N:12][N:13](CC3C=CC(OC)=CC=3)[CH:14]=[C:10]2[C:9]2[CH:8]=[C:7]([O:24][CH3:25])[CH:6]=[CH:5][C:4]=2[N:3]=1.[CH3:26][O:27][CH2:28][CH2:29][NH2:30].Cl. Product: [CH3:26][O:27][CH2:28][CH2:29][NH:30][C:2]1[C:11]2=[N:12][NH:13][CH:14]=[C:10]2[C:9]2[CH:8]=[C:7]([O:24][CH3:25])[CH:6]=[CH:5][C:4]=2[N:3]=1. The catalyst class is: 71.